Dataset: Forward reaction prediction with 1.9M reactions from USPTO patents (1976-2016). Task: Predict the product of the given reaction. (1) Given the reactants [S:1]1[C:5]2[CH:6]=[CH:7][C:8]([C:10]3[CH:11]4[CH2:21][CH:14]([CH2:15][C:16]=3[CH2:17][N:18]([CH3:20])[CH3:19])[CH2:13][CH2:12]4)=[CH:9][C:4]=2[CH:3]=[CH:2]1.[ClH:22], predict the reaction product. The product is: [ClH:22].[S:1]1[C:5]2[CH:6]=[CH:7][C:8]([C:10]3[CH:11]4[CH2:21][CH:14]([CH2:15][C:16]=3[CH2:17][N:18]([CH3:19])[CH3:20])[CH2:13][CH2:12]4)=[CH:9][C:4]=2[CH:3]=[CH:2]1. (2) Given the reactants [CH2:1]([N:8]([C:29]1([CH3:38])[CH2:37][C:36]2[C:31](=[CH:32][CH:33]=[CH:34][CH:35]=2)[CH2:30]1)[CH2:9][C@@H:10]([C:12]1[CH:17]=[CH:16][C:15]([O:18][CH2:19][C:20]2[CH:25]=[CH:24][CH:23]=[CH:22][CH:21]=2)=[C:14]([N+:26]([O-:28])=[O:27])[CH:13]=1)[OH:11])[C:2]1[CH:7]=[CH:6][CH:5]=[CH:4][CH:3]=1.[C:39](OC(=O)C)(=[O:41])[CH3:40].O.C(OCC)(=O)C, predict the reaction product. The product is: [CH2:1]([N:8]([C:29]1([CH3:38])[CH2:37][C:36]2[C:31](=[CH:32][CH:33]=[CH:34][CH:35]=2)[CH2:30]1)[CH2:9][C@H:10]([O:11][C:39](=[O:41])[CH3:40])[C:12]1[CH:17]=[CH:16][C:15]([O:18][CH2:19][C:20]2[CH:25]=[CH:24][CH:23]=[CH:22][CH:21]=2)=[C:14]([N+:26]([O-:28])=[O:27])[CH:13]=1)[C:2]1[CH:7]=[CH:6][CH:5]=[CH:4][CH:3]=1. (3) Given the reactants Br[C:2]1[CH:24]=[C:23]([C:25]#[N:26])[CH:22]=[CH:21][C:3]=1[O:4][CH2:5][C:6]([N:8]([CH:18]([CH3:20])[CH3:19])[NH:9][C:10](=[O:17])[C:11]1[CH:16]=[CH:15][CH:14]=[CH:13][CH:12]=1)=[O:7].C([O-])([O-])=O.[Na+].[Na+].[CH2:33]([C:35]1[CH:40]=[CH:39][CH:38]=[CH:37][C:36]=1B(O)O)[CH3:34], predict the reaction product. The product is: [C:25]([C:23]1[CH:22]=[CH:21][C:3]([O:4][CH2:5][C:6]([N:8]([CH:18]([CH3:20])[CH3:19])[NH:9][C:10](=[O:17])[C:11]2[CH:16]=[CH:15][CH:14]=[CH:13][CH:12]=2)=[O:7])=[C:2]([C:36]2[CH:37]=[CH:38][CH:39]=[CH:40][C:35]=2[CH2:33][CH3:34])[CH:24]=1)#[N:26]. (4) Given the reactants [CH2:1]([C@H:3]1[C@@H:7]([CH2:8][OH:9])[CH2:6][C:5](=[O:10])[CH2:4]1)[CH3:2].N1C=CN=C1.[C:16]([Si:20](Cl)([CH3:22])[CH3:21])([CH3:19])([CH3:18])[CH3:17].CCCCCCC, predict the reaction product. The product is: [Si:20]([O:9][CH2:8][C@@H:7]1[C@H:3]([CH2:1][CH3:2])[CH2:4][C:5](=[O:10])[CH2:6]1)([C:16]([CH3:19])([CH3:18])[CH3:17])([CH3:22])[CH3:21]. (5) The product is: [C:59]([NH:58][CH2:57][CH2:56][C:50]1[CH:51]=[CH:52][CH:53]=[C:54]([CH3:55])[C:49]=1[O:33][CH2:32][CH2:31][O:30][CH:18]1[CH:17]([C:14]2[CH:13]=[CH:12][C:11]([O:10][CH2:9][CH2:8][CH2:7][O:6][CH2:5][C:4]3[CH:44]=[CH:45][CH:46]=[CH:47][C:3]=3[O:2][CH3:1])=[CH:16][CH:15]=2)[CH2:22][CH2:21][N:20]([C:23]([O:25][C:26]([CH3:29])([CH3:28])[CH3:27])=[O:24])[CH2:19]1)(=[O:61])[CH3:60]. Given the reactants [CH3:1][O:2][C:3]1[CH:47]=[CH:46][CH:45]=[CH:44][C:4]=1[CH2:5][O:6][CH2:7][CH2:8][CH2:9][O:10][C:11]1[CH:16]=[CH:15][C:14]([CH:17]2[CH2:22][CH2:21][N:20]([C:23]([O:25][C:26]([CH3:29])([CH3:28])[CH3:27])=[O:24])[CH2:19][CH:18]2[O:30][CH2:31][CH2:32][O:33]S(C2C=CC(C)=CC=2)(=O)=O)=[CH:13][CH:12]=1.O[C:49]1[C:54]([CH3:55])=[CH:53][CH:52]=[CH:51][C:50]=1[CH2:56][CH2:57][NH:58][C:59](=[O:61])[CH3:60], predict the reaction product. (6) Given the reactants [CH3:1][C:2]1[CH:7]=[CH:6][C:5]([CH3:8])=[CH:4][C:3]=1[NH:9][C:10](=[O:12])[CH3:11].[C:13](Cl)(=[O:15])[CH3:14].[Al+3].[Cl-].[Cl-].[Cl-], predict the reaction product. The product is: [C:13]([C:6]1[C:5]([CH3:8])=[CH:4][C:3]([NH:9][C:10](=[O:12])[CH3:11])=[C:2]([CH3:1])[CH:7]=1)(=[O:15])[CH3:14].